Dataset: CYP2D6 inhibition data for predicting drug metabolism from PubChem BioAssay. Task: Regression/Classification. Given a drug SMILES string, predict its absorption, distribution, metabolism, or excretion properties. Task type varies by dataset: regression for continuous measurements (e.g., permeability, clearance, half-life) or binary classification for categorical outcomes (e.g., BBB penetration, CYP inhibition). Dataset: cyp2d6_veith. (1) The drug is c1ccc(CCNc2nnnn2-c2ccccc2)cc1. The result is 0 (non-inhibitor). (2) The molecule is CCc1cc(C(=O)OC)c(NC(=O)CCCC(=O)O)s1. The result is 0 (non-inhibitor). (3) The molecule is CC(=O)N1CCN(C(=O)CC2OC(=O)c3ccccc32)CC1. The result is 0 (non-inhibitor).